From a dataset of Catalyst prediction with 721,799 reactions and 888 catalyst types from USPTO. Predict which catalyst facilitates the given reaction. (1) Reactant: [CH3:1][N:2]=[C:3]=[O:4].C(N(CC)CC)C.Cl.Cl.[NH2:14][C:15]1[CH:20]=[CH:19][C:18]([C:21]2[CH:26]=[CH:25][C:24]([NH:27][C:28]([C@@H:30]3[CH:35]4[CH2:36][CH2:37][N:32]([CH2:33][CH2:34]4)[CH2:31]3)=[O:29])=[CH:23][CH:22]=2)=[CH:17][CH:16]=1.O. Product: [CH3:1][NH:2][C:3]([NH:14][C:15]1[CH:20]=[CH:19][C:18]([C:21]2[CH:22]=[CH:23][C:24]([NH:27][C:28]([C@@H:30]3[CH:35]4[CH2:34][CH2:33][N:32]([CH2:37][CH2:36]4)[CH2:31]3)=[O:29])=[CH:25][CH:26]=2)=[CH:17][CH:16]=1)=[O:4]. The catalyst class is: 3. (2) Reactant: [C:1]([C:4]1[C:22](=[O:23])[C@@:8]2([CH3:24])[C:9]3[C:15]([OH:16])=[CH:14][C:13]([O:17][CH3:18])=[C:12]([C:19]([NH2:21])=[O:20])[C:10]=3[O:11][C:7]2=[CH:6][C:5]=1[OH:25])(=[O:3])[CH3:2].[CH2:26]([C:28]1[CH:37]=[CH:36][C:35]2[C:30](=[CH:31][C:32]([F:39])=[CH:33][C:34]=2[F:38])[C:29]=1[CH:40]=O)[CH3:27].C([SiH](CC)CC)C.FC(F)(F)C(O)=O. Product: [C:1]([C:4]1[C:22](=[O:23])[C@@:8]2([CH3:24])[C:9]3[C:15]([OH:16])=[CH:14][C:13]([O:17][CH3:18])=[C:12]([C:19]([NH:21][CH2:40][C:29]4[C:30]5[C:35](=[C:34]([F:38])[CH:33]=[C:32]([F:39])[CH:31]=5)[CH:36]=[CH:37][C:28]=4[CH2:26][CH3:27])=[O:20])[C:10]=3[O:11][C:7]2=[CH:6][C:5]=1[OH:25])(=[O:3])[CH3:2]. The catalyst class is: 10. (3) Reactant: [CH:1]1([NH2:4])[CH2:3][CH2:2]1.[Cl:5][C:6]1[CH:7]=[CH:8][C:9]([CH:14]([CH3:16])[CH3:15])=[C:10]([CH:13]=1)[CH:11]=O. Product: [Cl:5][C:6]1[CH:7]=[CH:8][C:9]([CH:14]([CH3:16])[CH3:15])=[C:10]([CH:11]=[N:4][CH:1]2[CH2:3][CH2:2]2)[CH:13]=1. The catalyst class is: 5. (4) Reactant: [OH:1][CH:2]1[CH2:6][CH2:5][CH:4]([CH2:7][C:8]2[N:13]=[C:12]([NH:14]C(=O)OC(C)(C)C)[CH:11]=[CH:10][CH:9]=2)[CH2:3]1. Product: [NH2:14][C:12]1[N:13]=[C:8]([CH2:7][CH:4]2[CH2:5][CH2:6][CH:2]([OH:1])[CH2:3]2)[CH:9]=[CH:10][CH:11]=1. The catalyst class is: 33.